Dataset: Experimentally validated miRNA-target interactions with 360,000+ pairs, plus equal number of negative samples. Task: Binary Classification. Given a miRNA mature sequence and a target amino acid sequence, predict their likelihood of interaction. (1) The miRNA is mmu-miR-669j with sequence UGCAUAUACUCACAUGCAAACA. The protein sequence of the target gene is MNEMSSFLHIGDIVSLYAEGSVNGFISTLGLVDDRCVVEPAAGDLDNPPKKFRDCLFKVCPMNRYSAQKQYWKAKQTKQDKEKIADVVLLQKLQHAAQMEQKQNDTENKKVHGDVVKYGSVIQLLHMKSNKYLTVNKRLPALLEKNAMRVTLDATGNEGSWLFIQPFWKLRSNGDNVVVGDKVILNPVNAGQPLHASNYELSDNAGCKEVNSVNCNTSWKINLFMQFRDHLEEVLKGGDVVRLFHAEQEKFLTCDEYRGKLQVFLRTTLRQSATSATSSNALWEVEVVHHDPCRGGAGHW.... Result: 0 (no interaction). (2) The miRNA is hsa-miR-7158-3p with sequence CUGAACUAGAGAUUGGGCCCA. The protein sequence of the target gene is MAANLSRNGPALQEAYVRVVTEKSPTDWALFTYEGNSNDIRVAGTGEGGLEEMVEELNSGKVMYAFCRVKDPNSGLPKFVLINWTGEGVNDVRKGACASHVSTMASFLKGAHVTINARAEEDVEPECIMEKVAKASGANYSFHKESGRFQDVGPQAPVGSVYQKTNAVSEIKRVGKDSFWAKAEKEEENRRLEEKRRAEEAQRQLEQERRERELREAARREQRYQEQGGEASPQRTWEQQQEVVSRNRNEQESAVHPREIFKQKERAMSTTSISSPQPGKLRSPFLQKQLTQPETHFGRE.... Result: 0 (no interaction). (3) The miRNA is hsa-miR-484 with sequence UCAGGCUCAGUCCCCUCCCGAU. The protein sequence of the target gene is MAAQCVRLARRSLPALALSLRPSPRLLCTATKQKNSGQNLEEDMGQSEQKADPPATEKTLLEEKVKLEEQLKETVEKYKRALADTENLRQRSQKLVEEAKLYGIQAFCKDLLEVADVLEKATQCVPKEEIKDDNPHLKNLYEGLVMTEVQIQKVFTKHGLLKLNPVGAKFDPYEHEALFHTPVEGKEPGTVALVSKVGYKLHGRTLRPALVGVVKEA. Result: 1 (interaction). (4) The miRNA is hsa-miR-3622a-3p with sequence UCACCUGACCUCCCAUGCCUGU. The protein sequence of the target gene is MWRLLARASAPLLRVPLSDSWALLPASAGVKTLLPVPSFEDVSIPEKPKLRFIERAPLVPKVRREPKNLSDIRGPSTEATEFTEGNFAILALGGGYLHWGHFEMMRLTINRSMDPKNMFAIWRVPAPFKPITRKSVGHRMGGGKGAIDHYVTPVKAGRLVVEMGGRCEFEEVQGFLDQVAHKLPFAAKAVSRGTLEKMRKDQEERERNNQNPWTFERIATANMLGIRKVLSPYDLTHKGKYWGKFYMPKRV. Result: 1 (interaction). (5) Result: 1 (interaction). The protein sequence of the target gene is MARMNRPAPVEVTYKNMRFLITHNPTNATLNKFIEELKKYGVTTIVRVCEATYDTTLVEKEGIHVLDWPFDDGAPPSNQIVDDWLSLVKIKFREEPGCCIAVHCVAGLGRAPVLVALALIEGGMKYEDAVQFIRQKRRGAFNSKQLLYLEKYRPKMRLRFKDSNGHRNNCCIQ. The miRNA is hsa-miR-30c-2-3p with sequence CUGGGAGAAGGCUGUUUACUCU. (6) The miRNA is hsa-miR-195-5p with sequence UAGCAGCACAGAAAUAUUGGC. The protein sequence of the target gene is MAEKRPLRTLGPVMYGKLPRLETDSGLEHSLPHSVGNQDPCTYKGSYFSCPMAGTPKAESEQLASWTPYPPLYSTGMAGPPLQADNLLTNCLFYRSPAEGPEKMQDSSPVELLPFSPQAHSYPGPPLAAPKPVYRNPLCYGLSTCLGEGAVKRPLDVDWTLATGPLLPSADPPCSLAPAPSKGQTLDGTFLRGVPAEGSSKDSSGSFSPCQPFLEKYQTIHSTGFLASRYTGPYPRNSKQAMSEGPSSPWTQLAQPLGPPCQDTGPTHYPPPHHPPPHPPQALPCPPACRHPEKQGSYSP.... Result: 1 (interaction).